From a dataset of Forward reaction prediction with 1.9M reactions from USPTO patents (1976-2016). Predict the product of the given reaction. (1) Given the reactants [CH3:1][C:2]1([CH3:16])[C:6]([CH3:8])([CH3:7])[O:5][B:4]([C:9]2[CH:14]=[CH:13][C:12]([OH:15])=[CH:11][CH:10]=2)[O:3]1.[H-].[Na+].[CH3:19][O:20][CH2:21][CH2:22]Br, predict the reaction product. The product is: [CH3:19][O:20][CH2:21][CH2:22][O:15][C:12]1[CH:13]=[CH:14][C:9]([B:4]2[O:3][C:2]([CH3:16])([CH3:1])[C:6]([CH3:7])([CH3:8])[O:5]2)=[CH:10][CH:11]=1. (2) Given the reactants [CH2:1]([N:8]=[C:9]=[O:10])[CH2:2][CH2:3][CH2:4][CH2:5][CH2:6][CH3:7].[CH3:11][NH:12][C:13]1[CH:14]=[C:15]([C:19]2[N:24]=[CH:23][C:22]([CH2:25][CH2:26][C:27]([O:29][CH2:30][CH3:31])=[O:28])=[CH:21][CH:20]=2)[CH:16]=[CH:17][CH:18]=1.O1CCCC1.C(N(CC)CC)C, predict the reaction product. The product is: [CH2:1]([NH:8][C:9](=[O:10])[N:12]([C:13]1[CH:14]=[C:15]([C:19]2[N:24]=[CH:23][C:22]([CH2:25][CH2:26][C:27]([O:29][CH2:30][CH3:31])=[O:28])=[CH:21][CH:20]=2)[CH:16]=[CH:17][CH:18]=1)[CH3:11])[CH2:2][CH2:3][CH2:4][CH2:5][CH2:6][CH3:7]. (3) Given the reactants C[O:2][C:3](=[O:15])[C:4]1[CH:9]=[C:8]([O:10][CH3:11])[C:7]([O:12][CH3:13])=[CH:6][C:5]=1[Br:14].O.[NH2:17][NH2:18], predict the reaction product. The product is: [Br:14][C:5]1[CH:6]=[C:7]([O:12][CH3:13])[C:8]([O:10][CH3:11])=[CH:9][C:4]=1[C:3]([O:2][NH:17][NH2:18])=[O:15]. (4) Given the reactants Br[C:2]1[CH:22]=[C:21]([CH3:23])[C:5]([O:6][C:7]2[C:12]([CH3:13])=[C:11]([NH:14][CH:15]([CH2:18][CH3:19])[CH2:16][CH3:17])[CH:10]=[C:9]([CH3:20])[N:8]=2)=[C:4]([CH3:24])[CH:3]=1.[CH2:25]([Li])[CH2:26]CC.C(I)C, predict the reaction product. The product is: [CH2:25]([C:2]1[CH:22]=[C:21]([CH3:23])[C:5]([O:6][C:7]2[C:12]([CH3:13])=[C:11]([NH:14][CH:15]([CH2:18][CH3:19])[CH2:16][CH3:17])[CH:10]=[C:9]([CH3:20])[N:8]=2)=[C:4]([CH3:24])[CH:3]=1)[CH3:26]. (5) Given the reactants [OH:1][C@@:2]12[CH2:19][C@@H:18]([O:20]C(=O)C(C)(C)C)[CH2:17][CH2:16][C@:15]1([CH3:27])[C@@H:14]1[C@H:5]([C@H:6]3[C@@:10]([CH2:12][CH2:13]1)([CH3:11])[C:9](=[O:28])[C@H:8]1[CH2:29][C@@H:7]31)[CH:4]=[CH:3]2.[OH-].[K+], predict the reaction product. The product is: [OH:20][C@H:18]1[CH2:17][CH2:16][C@@:15]2([CH3:27])[C@:2]([OH:1])([CH:3]=[CH:4][C@@H:5]3[C@@H:14]2[CH2:13][CH2:12][C@@:10]2([CH3:11])[C@H:6]3[C@@H:7]3[CH2:29][C@@H:8]3[C:9]2=[O:28])[CH2:19]1. (6) Given the reactants [Cl-:1].[NH4+:2].C[Al](C)C.[F:7][C:8]1[CH:15]=[CH:14][CH:13]=[CH:12][C:9]=1[C:10]#[N:11], predict the reaction product. The product is: [ClH:1].[F:7][C:8]1[CH:15]=[CH:14][CH:13]=[CH:12][C:9]=1[C:10](=[NH:2])[NH2:11]. (7) Given the reactants C([O:8][C:9](=[O:59])[CH:10]([NH:23][C:24](=[O:58])[CH2:25][CH2:26][Si:27]([CH2:30][CH2:31][C:32]1[C:44]2[CH2:43][N:42]3[C:37](=[CH:38][C:39]4[C:49]([CH2:51][CH3:52])([OH:50])[C:48](=[O:53])[O:47][CH2:46][C:40]=4[C:41]3=[O:45])[C:36]=2[N:35]=[C:34]2[CH:54]=[CH:55][CH:56]=[CH:57][C:33]=12)([CH3:29])[CH3:28])[CH2:11][CH2:12][C:13]([O:15]CC1C=CC=CC=1)=[O:14])C1C=CC=CC=1, predict the reaction product. The product is: [CH2:51]([C:49]1([OH:50])[C:39]2[CH:38]=[C:37]3[N:42]([C:41](=[O:45])[C:40]=2[CH2:46][O:47][C:48]1=[O:53])[CH2:43][C:44]1[C:32]([CH2:31][CH2:30][Si:27]([CH3:29])([CH3:28])[CH2:26][CH2:25][C:24]([NH:23][CH:10]([CH2:11][CH2:12][C:13]([OH:15])=[O:14])[C:9]([OH:59])=[O:8])=[O:58])=[C:33]2[CH:57]=[CH:56][CH:55]=[CH:54][C:34]2=[N:35][C:36]3=1)[CH3:52]. (8) Given the reactants N[C@H](C(O)=O)CC1C2C(=CC=CC=2)NC=1.N[C@H](C(O)=O)CC1C=CC=CC=1.N[C@H](C(O)=O)CC1C=CC(O)=CC=1.[CH2:41]1[C:46]([C:47]([OH:49])=[O:48])=[CH:45][C@@H:44]([OH:50])[C@@H:43]([OH:51])[C@@H:42]1O.O=C[C@@H]([C@H]([C@@H]([C@@H](CO)O)O)O)O, predict the reaction product. The product is: [C:47]([OH:49])(=[O:48])[C:46]1[CH:41]=[CH:42][C:43]([OH:51])=[C:44]([OH:50])[CH:45]=1. (9) Given the reactants [CH2:1]([O:8][N:9]=[C:10]1[CH2:14][N:13]([C:15]([O:17]C(C)(C)C)=O)[C@H:12]([C:22]([OH:24])=O)[CH2:11]1)[C:2]1[CH:7]=[CH:6][CH:5]=[CH:4][CH:3]=1.[CH3:25][O:26][CH2:27]C(Cl)=O.[CH2:31]([N:33]1[C:45]2[CH:44]=[CH:43][C:42]([NH2:46])=[CH:41][C:40]=2[C:39]2[C:34]1=[CH:35][CH:36]=[CH:37][CH:38]=2)[CH3:32], predict the reaction product. The product is: [CH2:1]([O:8][N:9]=[C:10]1[CH2:14][N:13]([C:15](=[O:17])[CH2:27][O:26][CH3:25])[C@H:12]([C:22]([NH:46][C:42]2[CH:43]=[CH:44][C:45]3[N:33]([CH2:31][CH3:32])[C:34]4[C:39]([C:40]=3[CH:41]=2)=[CH:38][CH:37]=[CH:36][CH:35]=4)=[O:24])[CH2:11]1)[C:2]1[CH:3]=[CH:4][CH:5]=[CH:6][CH:7]=1.